This data is from Forward reaction prediction with 1.9M reactions from USPTO patents (1976-2016). The task is: Predict the product of the given reaction. (1) Given the reactants [Br:1][C:2]1[CH:7]=[CH:6][C:5]([CH:8]([CH2:12][CH3:13])[C:9](O)=[O:10])=[CH:4][CH:3]=1.CCOC(C)=O, predict the reaction product. The product is: [Br:1][C:2]1[CH:3]=[CH:4][C:5]([CH:8]([CH2:12][CH3:13])[CH2:9][OH:10])=[CH:6][CH:7]=1. (2) The product is: [C:6]([O:8][CH2:9][CH2:19][CH2:18][CH2:17][CH3:16])(=[O:7])[C:5]1[CH:10]=[CH:11][C:2]([C:1]([O:13][CH2:14][CH2:1][CH2:2][CH2:3][CH3:4])=[O:12])=[CH:3][CH:4]=1. Given the reactants [C:1]([O:13][CH3:14])(=[O:12])[C:2]1[CH:11]=[CH:10][C:5]([C:6]([O:8][CH3:9])=[O:7])=[CH:4][CH:3]=1.C(O)[CH2:16][CH2:17][CH2:18][CH3:19], predict the reaction product. (3) Given the reactants Cl[C:2]1[N:7]=[CH:6][N:5]=[C:4]([C:8]([NH:10][CH2:11][C@H:12]([OH:24])[CH2:13][N:14]2[CH2:23][CH2:22][C:21]3[C:16](=[CH:17][CH:18]=[CH:19][CH:20]=3)[CH2:15]2)=[O:9])[CH:3]=1.[NH2:25][CH:26]1[CH2:31][CH2:30][N:29]([C:32](=[O:34])[CH3:33])[CH2:28][CH2:27]1.CCN(CC)CC, predict the reaction product. The product is: [C:32]([N:29]1[CH2:30][CH2:31][CH:26]([NH:25][C:2]2[N:7]=[CH:6][N:5]=[C:4]([C:8]([NH:10][CH2:11][C@H:12]([OH:24])[CH2:13][N:14]3[CH2:23][CH2:22][C:21]4[C:16](=[CH:17][CH:18]=[CH:19][CH:20]=4)[CH2:15]3)=[O:9])[CH:3]=2)[CH2:27][CH2:28]1)(=[O:34])[CH3:33]. (4) Given the reactants [F:1][C:2]1[CH:11]=[C:10]2[C:5]([CH:6]=[CH:7][C:8]([CH3:12])=[N:9]2)=[C:4]([S:13][CH3:14])[CH:3]=1.ClC1C=CC=C(C(OO)=[O:23])C=1, predict the reaction product. The product is: [F:1][C:2]1[CH:11]=[C:10]2[C:5]([CH:6]=[CH:7][C:8]([CH3:12])=[N:9]2)=[C:4]([S:13]([CH3:14])=[O:23])[CH:3]=1. (5) Given the reactants [H-].[Na+].O=C1C(NC(=O)[C@@H]([N:15]([CH3:23])[C:16](=[O:22])[O:17][C:18]([CH3:21])([CH3:20])C)C)CSC2C=CC=CC=2N1.C(Br)C1C=CC=CC=1.CN(C=[O:41])C, predict the reaction product. The product is: [O:41]=[CH:21][CH:18]([O:17][C:16](=[O:22])[NH:15][CH3:23])[CH3:20]. (6) Given the reactants CS(O[C:6]1([CH3:23])[CH2:9][N:8]([CH:10]([C:17]2[CH:22]=[CH:21][CH:20]=[CH:19][CH:18]=2)[C:11]2[CH:16]=[CH:15][CH:14]=[CH:13][CH:12]=2)[CH2:7]1)(=O)=O.[C:24]([NH2:28])([CH3:27])([CH3:26])[CH3:25].[ClH:29], predict the reaction product. The product is: [ClH:29].[C:24]([NH:28][C:6]1([CH3:23])[CH2:9][N:8]([CH:10]([C:17]2[CH:22]=[CH:21][CH:20]=[CH:19][CH:18]=2)[C:11]2[CH:16]=[CH:15][CH:14]=[CH:13][CH:12]=2)[CH2:7]1)([CH3:27])([CH3:26])[CH3:25].